From a dataset of Forward reaction prediction with 1.9M reactions from USPTO patents (1976-2016). Predict the product of the given reaction. (1) Given the reactants F[C:2]1[CH:7]=[CH:6][C:5]([F:8])=[CH:4][C:3]=1[C:9]1[CH:14]=[CH:13][CH:12]=[CH:11][C:10]=1[CH:15]([NH:17][S:18]([C:21]1[CH:26]=[CH:25][C:24]([O:27][CH3:28])=[CH:23][CH:22]=1)(=[O:20])=[O:19])[CH3:16].C(=O)([O-])[O-].[K+].[K+], predict the reaction product. The product is: [F:8][C:5]1[CH:6]=[CH:7][C:2]2[N:17]([S:18]([C:21]3[CH:26]=[CH:25][C:24]([O:27][CH3:28])=[CH:23][CH:22]=3)(=[O:20])=[O:19])[CH:15]([CH3:16])[C:10]3[C:9](=[CH:14][CH:13]=[CH:12][CH:11]=3)[C:3]=2[CH:4]=1. (2) Given the reactants Cl.C(O[C:5](=[NH:12])[CH2:6][C:7]([O:9][CH2:10][CH3:11])=[O:8])C.C([N:16]([CH2:20][CH3:21])C(C)C)(C)C.[NH:22]1[CH2:27][CH2:26][O:25][CH2:24][CH2:23]1.[CH2:28]([OH:30])C, predict the reaction product. The product is: [N:22]1([C:20]2[N:16]=[C:5]([CH2:6][C:7]([O:9][CH2:10][CH3:11])=[O:8])[NH:12][C:28](=[O:30])[CH:21]=2)[CH2:27][CH2:26][O:25][CH2:24][CH2:23]1. (3) Given the reactants C(Cl)(=O)C(Cl)=O.CS(C)=O.[CH2:11]([O:18][C@H:19]1[CH2:23][N:22]([C:24]([O:26][C:27]([CH3:30])([CH3:29])[CH3:28])=[O:25])[C@H:21]([CH2:31][OH:32])[CH2:20]1)[C:12]1[CH:17]=[CH:16][CH:15]=[CH:14][CH:13]=1.C(N(CC)CC)C, predict the reaction product. The product is: [CH2:11]([O:18][C@H:19]1[CH2:23][N:22]([C:24]([O:26][C:27]([CH3:28])([CH3:29])[CH3:30])=[O:25])[C@H:21]([CH:31]=[O:32])[CH2:20]1)[C:12]1[CH:17]=[CH:16][CH:15]=[CH:14][CH:13]=1. (4) Given the reactants [NH2:1][C@H:2]([C:7]([OH:9])=[O:8])[C:3]([CH3:6])([CH3:5])[CH3:4].[OH-].[Na+].Cl[C:13]([O:15][CH3:16])=[O:14], predict the reaction product. The product is: [CH3:16][O:15][C:13]([NH:1][CH:2]([C:3]([CH3:6])([CH3:5])[CH3:4])[C:7]([OH:9])=[O:8])=[O:14]. (5) Given the reactants C[O-:2].[Na+].CO.[CH2:6]([O:8][C:9](=[O:21])[CH:10]([CH2:19][CH3:20])[C:11]([NH:13][C:14](OCC)=O)=[O:12])C.C1(C)C=CC=CC=1, predict the reaction product. The product is: [CH3:6][O:8][C:9]([CH:10]1[C:19](=[O:2])[CH2:20][CH2:14][NH:13][C:11]1=[O:12])=[O:21].